This data is from Forward reaction prediction with 1.9M reactions from USPTO patents (1976-2016). The task is: Predict the product of the given reaction. (1) Given the reactants [CH3:1][N:2]1[C:7]([CH3:9])([CH3:8])[CH2:6][CH:5]([OH:10])[CH2:4][C:3]1([CH3:12])[CH3:11].[CH2:13]([O:20][C:21]1[CH:22]=[C:23]2[C:28](=[CH:29][CH:30]=1)[N:27]=[C:26]([Cl:31])[CH:25]=[CH:24]2)[C:14]1[CH:19]=[CH:18][CH:17]=[CH:16][CH:15]=1, predict the reaction product. The product is: [ClH:31].[CH2:13]([O:20][C:21]1[CH:22]=[C:23]2[C:28](=[CH:29][CH:30]=1)[N:27]=[C:26]([O:10][CH:5]1[CH2:6][C:7]([CH3:8])([CH3:9])[N:2]([CH3:1])[C:3]([CH3:12])([CH3:11])[CH2:4]1)[CH:25]=[CH:24]2)[C:14]1[CH:15]=[CH:16][CH:17]=[CH:18][CH:19]=1. (2) Given the reactants [F:1][C:2]1[CH:7]=[CH:6][C:5]([N:8]2[CH2:13][CH2:12][N:11]([C:14]([O:16][C:17]([CH3:20])([CH3:19])[CH3:18])=[O:15])[CH2:10][CH2:9]2)=[CH:4][C:3]=1OS(C(F)(F)F)(=O)=O.[Cl:29][C:30]1[CH:35]=[C:34]([Cl:36])[CH:33]=[CH:32][C:31]=1[C@H:37]([NH2:39])[CH3:38].CC(P(C(C)(C)C)C1C(C2C(N(C)C)=CC=CC=2)=CC=CC=1)(C)C.C([O-])([O-])=O.[Cs+].[Cs+], predict the reaction product. The product is: [Cl:29][C:30]1[CH:35]=[C:34]([Cl:36])[CH:33]=[CH:32][C:31]=1[C@H:37]([NH:39][C:3]1[CH:4]=[C:5]([N:8]2[CH2:13][CH2:12][N:11]([C:14]([O:16][C:17]([CH3:20])([CH3:19])[CH3:18])=[O:15])[CH2:10][CH2:9]2)[CH:6]=[CH:7][C:2]=1[F:1])[CH3:38]. (3) Given the reactants CO[C:3](=O)[NH:4][C:5]1[C:6]([Cl:15])=[N:7][C:8]([C:11]([F:14])([F:13])[F:12])=[CH:9][CH:10]=1.N1C=CC=C[CH:18]=1.ClC(OC)=O.NC1C(Cl)=NC(C(F)(F)F)=CC=1, predict the reaction product. The product is: [Cl:15][C:6]1[N:7]=[C:8]([C:11]([F:14])([F:13])[F:12])[CH:9]=[C:10]2[CH:18]=[CH:3][NH:4][C:5]=12. (4) Given the reactants [CH3:1][C:2]([O:8][C:9]1[CH:10]=[C:11]([C:15]2[CH:20]=[CH:19][CH:18]=[C:17]([O:21][CH2:22][CH2:23][C:24]3[N:25]=[C:26]([C:30]4[CH:35]=[CH:34][CH:33]=[CH:32][CH:31]=4)[O:27][C:28]=3[CH3:29])[CH:16]=2)[CH:12]=[CH:13][CH:14]=1)([CH3:7])[C:3]([O:5]C)=[O:4].O.C(=O)([O-])[O-].[K+].[K+].Cl, predict the reaction product. The product is: [CH3:7][C:2]([O:8][C:9]1[CH:10]=[C:11]([C:15]2[CH:20]=[CH:19][CH:18]=[C:17]([O:21][CH2:22][CH2:23][C:24]3[N:25]=[C:26]([C:30]4[CH:35]=[CH:34][CH:33]=[CH:32][CH:31]=4)[O:27][C:28]=3[CH3:29])[CH:16]=2)[CH:12]=[CH:13][CH:14]=1)([CH3:1])[C:3]([OH:5])=[O:4]. (5) Given the reactants [C:1]([C:3]1[CH:8]=[CH:7][C:6]([C:9]2[CH:14]=[CH:13][C:12]([O:15][CH3:16])=[C:11]([CH2:17][NH:18][CH:19]3[CH2:24][CH2:23][CH:22]([N:25]([CH3:33])[C:26](=[O:32])[O:27][C:28]([CH3:31])([CH3:30])[CH3:29])[CH2:21][CH2:20]3)[CH:10]=2)=[CH:5][CH:4]=1)#[N:2].[Cl:34][C:35]1[C:36]2[C:46]([F:47])=[CH:45][CH:44]=[CH:43][C:37]=2[S:38][C:39]=1[C:40](Cl)=[O:41], predict the reaction product. The product is: [Cl:34][C:35]1[C:36]2[C:46]([F:47])=[CH:45][CH:44]=[CH:43][C:37]=2[S:38][C:39]=1[C:40]([N:18]([CH2:17][C:11]1[CH:10]=[C:9]([C:6]2[CH:7]=[CH:8][C:3]([C:1]#[N:2])=[CH:4][CH:5]=2)[CH:14]=[CH:13][C:12]=1[O:15][CH3:16])[CH:19]1[CH2:24][CH2:23][CH:22]([N:25]([CH3:33])[C:26](=[O:32])[O:27][C:28]([CH3:30])([CH3:29])[CH3:31])[CH2:21][CH2:20]1)=[O:41].